Dataset: Reaction yield outcomes from USPTO patents with 853,638 reactions. Task: Predict the reaction yield, written as a fraction of the theoretical maximum amount of product (1.0 means a 100% yield; for example, 0.34 means a 34% yield). (1) The reactants are I[C:2]1[CH:10]=[C:9]2[C:5]([C:6]([CH:19]=[CH:20][C:21]3[CH:26]=[CH:25][CH:24]=[CH:23][CH:22]=3)=[N:7][N:8]2[CH2:11][O:12][CH2:13][CH2:14][Si:15]([CH3:18])([CH3:17])[CH3:16])=[CH:4][CH:3]=1.[C:27]1(B(O)O)[CH:32]=[CH:31][CH:30]=[CH:29][CH:28]=1.C([O-])([O-])=O.[Na+].[Na+]. The catalyst is O1CCOCC1.C(OCC)(=O)C.C1C=CC([P]([Pd]([P](C2C=CC=CC=2)(C2C=CC=CC=2)C2C=CC=CC=2)([P](C2C=CC=CC=2)(C2C=CC=CC=2)C2C=CC=CC=2)[P](C2C=CC=CC=2)(C2C=CC=CC=2)C2C=CC=CC=2)(C2C=CC=CC=2)C2C=CC=CC=2)=CC=1. The product is [C:27]1([C:2]2[CH:10]=[C:9]3[C:5]([C:6]([CH:19]=[CH:20][C:21]4[CH:26]=[CH:25][CH:24]=[CH:23][CH:22]=4)=[N:7][N:8]3[CH2:11][O:12][CH2:13][CH2:14][Si:15]([CH3:18])([CH3:17])[CH3:16])=[CH:4][CH:3]=2)[CH:32]=[CH:31][CH:30]=[CH:29][CH:28]=1. The yield is 0.810. (2) The reactants are [F:1][C:2]([F:28])([F:27])[S:3]([C:6]1([OH:26])[C:19]2[O:20][C@@H:16]3[C@@:17]45[CH2:21][CH2:22][N:23]([CH3:24])[C@@H:11]([C@@H:12]4[CH:13]=[CH:14][C@@H:15]3[OH:25])[CH2:10][C:9]([C:18]5=2)=[CH:8][CH2:7]1)(=[O:5])=[O:4].[C:29]([O-:32])(O)=[O:30].[Na+].ClC(OC)=O. The catalyst is C(Cl)(Cl)Cl. The product is [C:29](=[O:30])([OH:32])[NH2:23].[F:28][C:2]([F:1])([F:27])[S:3]([C:6]1([OH:26])[C:19]2[O:20][C@@H:16]3[C@@:17]45[CH2:21][CH2:22][N:23]([CH3:24])[C@@H:11]([C@@H:12]4[CH:13]=[CH:14][C@@H:15]3[OH:25])[CH2:10][C:9]([C:18]5=2)=[CH:8][CH2:7]1)(=[O:5])=[O:4]. The yield is 0.950. (3) The reactants are [O:1]1[CH2:6][CH2:5][N:4]([C:7]2[N:12]=[C:11]([N:13]3[CH2:18][CH2:17][O:16][CH2:15][CH2:14]3)[N:10]=[C:9]([C:19]3[CH:24]=[CH:23][C:22]([NH:25][C:26](=[O:37])[NH:27][C:28]4[CH:36]=[CH:35][C:31]([C:32]([OH:34])=O)=[CH:30][CH:29]=4)=[CH:21][CH:20]=3)[N:8]=2)[CH2:3][CH2:2]1.CCN(C(C)C)C(C)C.CN(C(ON1N=NC2C=CC=CC1=2)=[N+](C)C)C.F[P-](F)(F)(F)(F)F.[CH3:71][N:72]([CH3:77])[CH2:73][CH2:74][NH:75][CH3:76]. The catalyst is CN1C(=O)CCC1. The product is [CH3:71][N:72]([CH3:77])[CH2:73][CH2:74][N:75]([CH3:76])[C:32](=[O:34])[C:31]1[CH:35]=[CH:36][C:28]([NH:27][C:26]([NH:25][C:22]2[CH:21]=[CH:20][C:19]([C:9]3[N:10]=[C:11]([N:13]4[CH2:14][CH2:15][O:16][CH2:17][CH2:18]4)[N:12]=[C:7]([N:4]4[CH2:5][CH2:6][O:1][CH2:2][CH2:3]4)[N:8]=3)=[CH:24][CH:23]=2)=[O:37])=[CH:29][CH:30]=1. The yield is 0.500. (4) The reactants are Br[C:2]1[N:7]=[N:6][C:5]([NH2:8])=[N:4][C:3]=1[C:9]1[CH:14]=[CH:13][CH:12]=[CH:11][CH:10]=1.[F:15][C:16]1[CH:21]=[CH:20][CH:19]=[CH:18][C:17]=1[OH:22]. No catalyst specified. The product is [F:15][C:16]1[CH:21]=[CH:20][CH:19]=[CH:18][C:17]=1[O:22][C:2]1[N:7]=[N:6][C:5]([NH2:8])=[N:4][C:3]=1[C:9]1[CH:14]=[CH:13][CH:12]=[CH:11][CH:10]=1. The yield is 0.100.